Dataset: Forward reaction prediction with 1.9M reactions from USPTO patents (1976-2016). Task: Predict the product of the given reaction. (1) The product is: [C@H:10]12[CH2:11][CH2:6][C@H:7]([NH:36][CH2:34]1)[CH2:8][N:9]2[CH2:12][C:13]1[CH:18]=[CH:17][C:16]([C@@H:19]2[O:28][C:23]3=[N:24][CH:25]=[CH:26][CH:27]=[C:22]3[O:21][CH2:20]2)=[CH:15][CH:14]=1. Given the reactants C(OC([CH:6]1[CH2:11][CH2:10][N:9]([CH2:12][C:13]2[CH:18]=[CH:17][C:16]([C@@H:19]3[O:28][C:23]4=[N:24][CH:25]=[CH:26][CH:27]=[C:22]4[O:21][CH2:20]3)=[CH:15][CH:14]=2)[CH2:8][CH2:7]1)=O)C.C(O[C:34]([N:36]1C[C@@H]2CC[C@H]1CN2)=O)(C)(C)C.N1(CC2C=CC([C@@H]3OC4=NC=CC=C4OC3)=CC=2)CCNCC1, predict the reaction product. (2) Given the reactants [NH2:1][C:2]1[N:7]=[C:6](Cl)[C:5]([C:9]#[N:10])=[C:4]([S:11][CH3:12])[N:3]=1.[F:13][C:14]1[CH:19]=[CH:18][C:17](B(O)O)=[CH:16][CH:15]=1.C(=O)([O-])[O-].[K+].[K+], predict the reaction product. The product is: [NH2:1][C:2]1[N:7]=[C:6]([C:17]2[CH:18]=[CH:19][C:14]([F:13])=[CH:15][CH:16]=2)[C:5]([C:9]#[N:10])=[C:4]([S:11][CH3:12])[N:3]=1. (3) Given the reactants OO.[C:3]([O:22][CH:23]1[CH2:28][C:27]([CH3:30])([CH3:29])[NH:26][C:25]([CH3:32])([CH3:31])[CH2:24]1)(=[O:21])[CH2:4][CH2:5][CH2:6][CH2:7][CH2:8][CH2:9][CH2:10][CH2:11][CH2:12][CH2:13][CH2:14][CH2:15][CH2:16][CH2:17][CH2:18][CH2:19][CH3:20].[C:33](=[O:36])(O)[O-].[Na+].S([O-])([O-])=O.[Na+].[Na+], predict the reaction product. The product is: [CH:33]1([O:36][N:26]2[C:27]([CH3:30])([CH3:29])[CH2:28][CH:23]([O:22][C:3](=[O:21])[CH2:4][CH2:5][CH2:6][CH2:7][CH2:8][CH2:9][CH2:10][CH2:11][CH2:12][CH2:13][CH2:14][CH2:15][CH2:16][CH2:17][CH2:18][CH2:19][CH3:20])[CH2:24][C:25]2([CH3:31])[CH3:32])[CH2:7][CH2:6][CH2:5][CH2:4][CH2:3]1. (4) Given the reactants [CH3:1][C:2]([C:5]1[C:10]([C:11]2[CH:16]=[C:15]([O:17][CH3:18])[CH:14]=[CH:13][C:12]=2[F:19])=[CH:9][C:8]([CH2:20][O:21][C:22]2[CH:27]=[CH:26][C:25]([C@@H:28]([CH:34]=[C:35]([CH3:37])[CH3:36])[CH2:29][C:30]([O:32]C)=[O:31])=[CH:24][CH:23]=2)=[CH:7][CH:6]=1)([CH3:4])[CH3:3].C1COCC1.CCO.[OH-].[Na+], predict the reaction product. The product is: [CH3:4][C:2]([C:5]1[C:10]([C:11]2[CH:16]=[C:15]([O:17][CH3:18])[CH:14]=[CH:13][C:12]=2[F:19])=[CH:9][C:8]([CH2:20][O:21][C:22]2[CH:23]=[CH:24][C:25]([C@@H:28]([CH:34]=[C:35]([CH3:37])[CH3:36])[CH2:29][C:30]([OH:32])=[O:31])=[CH:26][CH:27]=2)=[CH:7][CH:6]=1)([CH3:1])[CH3:3].